Predict the product of the given reaction. From a dataset of Forward reaction prediction with 1.9M reactions from USPTO patents (1976-2016). Given the reactants [C:1]1([CH2:7][O:8][C:9]([NH:11][C@H:12]([C:17]([OH:19])=O)[CH2:13][CH:14]([CH3:16])[CH3:15])=[O:10])[CH:6]=[CH:5][CH:4]=[CH:3][CH:2]=1.[NH2:20][CH2:21][CH2:22][CH2:23][N:24]([CH3:32])[C:25](=[O:31])[O:26][C:27]([CH3:30])([CH3:29])[CH3:28].C1C=C2C(N(O)N=NC2=CC=1)=O.CN1CCOCC1.CCN=C=NCCCN(C)C.Cl, predict the reaction product. The product is: [CH3:30][C:27]([O:26][C:25]([N:24]([CH3:32])[CH2:23][CH2:22][CH2:21][NH:20][C:17](=[O:19])[C@H:12]([CH2:13][CH:14]([CH3:15])[CH3:16])[NH:11][C:9]([O:8][CH2:7][C:1]1[CH:2]=[CH:3][CH:4]=[CH:5][CH:6]=1)=[O:10])=[O:31])([CH3:28])[CH3:29].